Dataset: Catalyst prediction with 721,799 reactions and 888 catalyst types from USPTO. Task: Predict which catalyst facilitates the given reaction. (1) Reactant: CCCC[N+](CCCC)(CCCC)CCCC.[F-].[C:19]([O:23][C:24](=[O:50])[N:25]([C:38]1[CH:43]=[CH:42][C:41]([N:44]2[CH2:49][CH2:48][O:47][CH2:46][CH2:45]2)=[CH:40][CH:39]=1)[C:26]#[C:27][Si](C(C)C)(C(C)C)C(C)C)([CH3:22])([CH3:21])[CH3:20].O. Product: [C:19]([O:23][C:24](=[O:50])[N:25]([C:26]#[CH:27])[C:38]1[CH:39]=[CH:40][C:41]([N:44]2[CH2:45][CH2:46][O:47][CH2:48][CH2:49]2)=[CH:42][CH:43]=1)([CH3:22])([CH3:21])[CH3:20]. The catalyst class is: 1. (2) Reactant: [N:1]1([S:7]([C:10]2[CH:11]=[C:12]([CH2:16][OH:17])[CH:13]=[CH:14][CH:15]=2)(=[O:9])=[O:8])[CH2:6][CH2:5][CH2:4][CH2:3][CH2:2]1.[Cr](Cl)([O-])(=O)=O.[NH+]1C=CC=CC=1. The catalyst class is: 10. Product: [N:1]1([S:7]([C:10]2[CH:11]=[C:12]([CH:13]=[CH:14][CH:15]=2)[CH:16]=[O:17])(=[O:9])=[O:8])[CH2:2][CH2:3][CH2:4][CH2:5][CH2:6]1. (3) Reactant: [C:1]([N:8]1[CH2:14][CH2:13][CH2:12][NH:11][CH2:10][CH2:9]1)([O:3][C:4]([CH3:7])([CH3:6])[CH3:5])=[O:2].CCN(C(C)C)C(C)C.[Cl:24][C:25]1[CH:30]=[CH:29][CH:28]=[CH:27][C:26]=1[S:31](Cl)(=[O:33])=[O:32]. Product: [C:4]([O:3][C:1]([N:8]1[CH2:14][CH2:13][CH2:12][N:11]([S:31]([C:26]2[CH:27]=[CH:28][CH:29]=[CH:30][C:25]=2[Cl:24])(=[O:33])=[O:32])[CH2:10][CH2:9]1)=[O:2])([CH3:7])([CH3:6])[CH3:5]. The catalyst class is: 2. (4) Reactant: [Cl:1][C:2]1[C:3]([C:8]([F:11])([F:10])[F:9])=[N:4][NH:5][C:6]=1[CH3:7].C(=O)([O-])[O-].[K+].[K+].[C:18]([O:22][C:23](=[O:26])CBr)([CH3:21])([CH3:20])[CH3:19]. Product: [C:18]([O:22][C:23]([N:5]1[C:6]([CH3:7])=[C:2]([Cl:1])[C:3]([C:8]([F:9])([F:11])[F:10])=[N:4]1)=[O:26])([CH3:21])([CH3:20])[CH3:19]. The catalyst class is: 10. (5) Reactant: [C:1]([OH:10])(=O)[CH2:2][CH2:3][CH2:4][CH2:5][C:6](O)=O.[CH2:11](O)[CH2:12][CH2:13][CH2:14][CH2:15][CH2:16][OH:17]. Product: [C:1]1(=[O:10])[CH2:2][CH2:3][CH2:4][CH2:5][CH2:6]1.[CH:16]1([OH:17])[CH2:15][CH2:14][CH2:13][CH2:12][CH2:11]1. The catalyst class is: 244. (6) Reactant: C([O:3][C:4](=[O:33])[CH2:5][C:6]12[CH2:23][CH2:22][CH2:21][CH2:20][C:7]1([CH2:24][C:25]1[CH:30]=[CH:29][C:28]([C:31]#[N:32])=[CH:27][CH:26]=1)[NH:8][C:9](=[O:19])[N:10]2[C:11]1[CH:16]=[C:15]([Cl:17])[CH:14]=[C:13]([Cl:18])[CH:12]=1)C.[Li+].[OH-].Cl. Product: [C:31]([C:28]1[CH:29]=[CH:30][C:25]([CH2:24][C:7]23[CH2:20][CH2:21][CH2:22][CH2:23][C:6]2([CH2:5][C:4]([OH:33])=[O:3])[N:10]([C:11]2[CH:12]=[C:13]([Cl:18])[CH:14]=[C:15]([Cl:17])[CH:16]=2)[C:9](=[O:19])[NH:8]3)=[CH:26][CH:27]=1)#[N:32]. The catalyst class is: 24. (7) Reactant: CC(C)CON=O.[Br:8][Si](C)(C)C.[CH2:13]([O:15][C:16]([C:18]1[S:22][C:21](N)=[N:20][C:19]=1[CH3:24])=[O:17])[CH3:14].CC#N.CCOC(C)=O. Product: [CH2:13]([O:15][C:16]([C:18]1[S:22][C:21]([Br:8])=[N:20][C:19]=1[CH3:24])=[O:17])[CH3:14]. The catalyst class is: 23.